This data is from Full USPTO retrosynthesis dataset with 1.9M reactions from patents (1976-2016). The task is: Predict the reactants needed to synthesize the given product. (1) The reactants are: CS(O[CH2:6][C:7]#[C:8][C:9]1[CH:14]=[C:13]([F:15])[CH:12]=[CH:11][C:10]=1[CH2:16][NH:17][C:18]([C:20]1[N:21]=[C:22]2[N:27]([C:28](=[O:38])[C:29]=1[O:30][CH2:31][C:32]1[CH:37]=[CH:36][CH:35]=[CH:34][CH:33]=1)[CH2:26][CH2:25][O:24][C:23]2([CH3:40])[CH3:39])=[O:19])(=O)=O.[CH3:41][S-:42].[Na+]. Given the product [F:15][C:13]1[CH:12]=[CH:11][C:10]([CH2:16][NH:17][C:18]([C:20]2[N:21]=[C:22]3[N:27]([C:28](=[O:38])[C:29]=2[O:30][CH2:31][C:32]2[CH:37]=[CH:36][CH:35]=[CH:34][CH:33]=2)[CH2:26][CH2:25][O:24][C:23]3([CH3:39])[CH3:40])=[O:19])=[C:9]([C:8]#[C:7][CH2:6][S:42][CH3:41])[CH:14]=1, predict the reactants needed to synthesize it. (2) Given the product [C:1]([O:5][C:6]([N:8]1[CH2:16][C:15]2[C:10](=[CH:11][CH:12]=[C:13]([CH:17]=[O:20])[CH:14]=2)[CH2:9]1)=[O:7])([CH3:4])([CH3:3])[CH3:2], predict the reactants needed to synthesize it. The reactants are: [C:1]([O:5][C:6]([N:8]1[CH2:16][C:15]2[C:10](=[CH:11][CH:12]=[C:13]([CH:17]=C)[CH:14]=2)[CH2:9]1)=[O:7])([CH3:4])([CH3:3])[CH3:2].I([O-])(=O)(=O)=[O:20].[Na+]. (3) Given the product [CH2:7]([C:9]1[CH:14]=[CH:13][C:12]([C:2]2[S:3][CH:4]=[CH:5][CH:6]=2)=[CH:11][CH:10]=1)[CH3:8], predict the reactants needed to synthesize it. The reactants are: Br[C:2]1[S:3][CH:4]=[CH:5][CH:6]=1.[CH2:7]([C:9]1[CH:14]=[CH:13][C:12](B(O)O)=[CH:11][CH:10]=1)[CH3:8]. (4) Given the product [CH2:46]([O:48][C:49]([C:51]1([NH:60][C:10]([CH:2]2[CH2:3][C:4]3[CH:9]=[CH:8][CH:7]=[CH:6][C:5]=3[O:1]2)=[O:12])[CH2:59][C:58]2[C:53](=[CH:54][CH:55]=[CH:56][CH:57]=2)[CH2:52]1)=[O:50])[CH3:47], predict the reactants needed to synthesize it. The reactants are: [O:1]1[C:5]2[CH:6]=[CH:7][CH:8]=[CH:9][C:4]=2[CH2:3][CH:2]1[C:10]([OH:12])=O.CN(C(ON1N=NC2C=CC=CC1=2)=[N+](C)C)C.F[P-](F)(F)(F)(F)F.CCN(C(C)C)C(C)C.[CH2:46]([O:48][C:49]([C:51]1([NH2:60])[CH2:59][C:58]2[C:53](=[CH:54][CH:55]=[CH:56][CH:57]=2)[CH2:52]1)=[O:50])[CH3:47]. (5) Given the product [CH2:8]([C:13]1[CH:14]=[CH:15][C:16]([C:19]2[N:24]=[CH:23][C:22]([S:25]([C:28]3([C:34]([NH:62][O:61][CH:56]4[CH2:57][CH2:58][CH2:59][CH2:60][O:55]4)=[O:35])[CH2:29][CH2:30][O:31][CH2:32][CH2:33]3)(=[O:27])=[O:26])=[CH:21][CH:20]=2)=[CH:17][CH:18]=1)[CH2:9][CH2:10][CH2:11][CH3:12], predict the reactants needed to synthesize it. The reactants are: FC(F)(F)C(O)=O.[CH2:8]([C:13]1[CH:18]=[CH:17][C:16]([C:19]2[N:24]=[CH:23][C:22]([S:25]([C:28]3([C:34](O)=[O:35])[CH2:33][CH2:32][O:31][CH2:30][CH2:29]3)(=[O:27])=[O:26])=[CH:21][CH:20]=2)=[CH:15][CH:14]=1)[CH2:9][CH2:10][CH2:11][CH3:12].C(N(CC)CC)C.O.ON1C2C=CC=CC=2N=N1.[O:55]1[CH2:60][CH2:59][CH2:58][CH2:57][CH:56]1[O:61][NH2:62].Cl.CN(C)CCCN=C=NCC. (6) Given the product [C:35]1([C:42]2[CH:43]=[CH:44][CH:45]=[CH:46][CH:47]=2)[CH:40]=[CH:39][C:38]([O:13][CH2:12][C:10]2[CH:11]=[C:7]([CH2:6][CH2:5][C:4]([OH:3])=[O:15])[O:8][C:9]=2[CH3:14])=[CH:37][CH:36]=1, predict the reactants needed to synthesize it. The reactants are: C([O:3][C:4](=[O:15])[CH2:5][CH2:6][C:7]1[O:8][C:9]([CH3:14])=[C:10]([CH2:12][OH:13])[CH:11]=1)C.C1(P(C2C=CC=CC=2)C2C=CC=CC=2)C=CC=CC=1.[C:35]1([C:42]2[CH:47]=[CH:46][CH:45]=[CH:44][CH:43]=2)[CH:40]=[CH:39][C:38](O)=[CH:37][CH:36]=1.CC(OC(/N=N/C(OC(C)C)=O)=O)C.